Dataset: Full USPTO retrosynthesis dataset with 1.9M reactions from patents (1976-2016). Task: Predict the reactants needed to synthesize the given product. (1) Given the product [C:18]1([C:2]2[CH:9]=[CH:8][CH:7]=[CH:6][C:3]=2[CH:4]=[O:5])[C:19]2[C:14](=[CH:13][CH:12]=[CH:11][CH:10]=2)[CH:15]=[CH:16][CH:17]=1, predict the reactants needed to synthesize it. The reactants are: Br[C:2]1[CH:9]=[CH:8][CH:7]=[CH:6][C:3]=1[CH:4]=[O:5].[C:10]1(B(O)O)[C:19]2[C:14](=[CH:15][CH:16]=[CH:17][CH:18]=2)[CH:13]=[CH:12][CH:11]=1.O1CCCC1.C(=O)([O-])[O-].[K+].[K+]. (2) Given the product [CH:1]1([N:7]2[C:10](=[O:11])[C:9]([CH3:13])([CH3:12])[N:8]2[C:17]([C:16]2[CH:20]=[C:21]([CH3:24])[CH:22]=[CH:23][C:15]=2[CH3:14])=[O:18])[CH2:2][CH2:3][CH2:4][CH2:5][CH2:6]1, predict the reactants needed to synthesize it. The reactants are: [CH:1]1([N:7]2[C:10](=[O:11])[C:9]([CH3:13])([CH3:12])[NH:8]2)[CH2:6][CH2:5][CH2:4][CH2:3][CH2:2]1.[CH3:14][C:15]1[CH:23]=[CH:22][C:21]([CH3:24])=[CH:20][C:16]=1[C:17](Cl)=[O:18]. (3) Given the product [CH3:29][N:30]1[CH2:35][CH2:34][N:33]([C:25]([C:9]2[N:10]=[C:11]([N:12]3[CH2:17][CH2:16][N:15]4[C:18]([C:21]([F:22])([F:23])[F:24])=[N:19][N:20]=[C:14]4[CH2:13]3)[C:6]3[CH:5]=[C:4]([CH2:1][CH2:2][CH3:3])[S:28][C:7]=3[N:8]=2)=[O:27])[CH2:32][CH2:31]1, predict the reactants needed to synthesize it. The reactants are: [CH2:1]([C:4]1[S:28][C:7]2[N:8]=[C:9]([C:25]([OH:27])=O)[N:10]=[C:11]([N:12]3[CH2:17][CH2:16][N:15]4[C:18]([C:21]([F:24])([F:23])[F:22])=[N:19][N:20]=[C:14]4[CH2:13]3)[C:6]=2[CH:5]=1)[CH2:2][CH3:3].[CH3:29][N:30]1[CH2:35][CH2:34][NH:33][CH2:32][CH2:31]1.CN(C(ON1N=NC2C=CC=NC1=2)=[N+](C)C)C.F[P-](F)(F)(F)(F)F.C(N(CC)CC)C. (4) Given the product [CH2:1]([O:8][C:9]1[CH:10]=[C:11](/[CH:23]=[CH:24]/[C:25]([NH:34][CH2:32][CH2:31][CH2:30][CH3:29])=[O:26])[CH:12]=[CH:13][C:14]=1[N:15]1[CH2:19][C:18](=[O:20])[NH:17][S:16]1(=[O:21])=[O:22])[C:2]1[CH:3]=[CH:4][CH:5]=[CH:6][CH:7]=1, predict the reactants needed to synthesize it. The reactants are: [CH2:1]([O:8][C:9]1[CH:10]=[C:11](/[CH:23]=[CH:24]/[C:25](O)=[O:26])[CH:12]=[CH:13][C:14]=1[N:15]1[CH2:19][C:18](=[O:20])[NH:17][S:16]1(=[O:22])=[O:21])[C:2]1[CH:7]=[CH:6][CH:5]=[CH:4][CH:3]=1.C1[CH:29]=[CH:30][C:31]2N(O)N=[N:34][C:32]=2C=1.CCN=C=NCCCN(C)C.Cl.C(N(CC)CC)C.C(N)CCC.